Dataset: Full USPTO retrosynthesis dataset with 1.9M reactions from patents (1976-2016). Task: Predict the reactants needed to synthesize the given product. (1) Given the product [S:22]1[C:23]2[CH:29]=[CH:28][CH:27]=[CH:26][C:24]=2[N:25]=[C:21]1[NH:19][N:20]=[C:1]([C:4]1[O:8][C:7]([C:9]2[CH:10]=[CH:11][C:12]([Cl:18])=[C:13]([CH:17]=2)[C:14]([OH:16])=[O:15])=[CH:6][CH:5]=1)[CH3:2], predict the reactants needed to synthesize it. The reactants are: [C:1]([C:4]1[O:8][C:7]([C:9]2[CH:10]=[CH:11][C:12]([Cl:18])=[C:13]([CH:17]=2)[C:14]([OH:16])=[O:15])=[CH:6][CH:5]=1)(=O)[CH3:2].[NH:19]([C:21]1[S:22][C:23]2[CH:29]=[CH:28][CH:27]=[CH:26][C:24]=2[N:25]=1)[NH2:20]. (2) Given the product [NH2:12][C:2]1[CH:3]=[C:4]([CH:8]=[C:9]([CH3:11])[N:10]=1)[C:5]([OH:7])=[O:6], predict the reactants needed to synthesize it. The reactants are: Cl[C:2]1[CH:3]=[C:4]([CH:8]=[C:9]([CH3:11])[N:10]=1)[C:5]([OH:7])=[O:6].[NH3:12].[S-2].[Na+].[Na+]. (3) Given the product [S:1]1[CH:5]=[CH:4][C:3]([CH2:6][C:7]([NH2:17])=[O:9])=[CH:2]1, predict the reactants needed to synthesize it. The reactants are: [S:1]1[CH:5]=[CH:4][C:3]([CH2:6][C:7]([OH:9])=O)=[CH:2]1.C(Cl)(=O)C(Cl)=O.[OH-].[NH4+:17]. (4) Given the product [Cl:31][C:4]1[CH:5]=[C:6]2[C:10](=[C:2]([NH:1][CH:32]3[CH2:37][CH2:36][CH2:35][CH2:34][CH2:33]3)[CH:3]=1)[NH:9][C:8]([C:11]([NH2:13])=[O:12])=[C:7]2[S:14]([N:17]1[CH2:22][CH2:21][O:20][C@H:19]([CH2:23][O:24][C:25]2[CH:26]=[CH:27][CH:28]=[CH:29][CH:30]=2)[CH2:18]1)(=[O:16])=[O:15], predict the reactants needed to synthesize it. The reactants are: [NH2:1][C:2]1[CH:3]=[C:4]([Cl:31])[CH:5]=[C:6]2[C:10]=1[NH:9][C:8]([C:11]([NH2:13])=[O:12])=[C:7]2[S:14]([N:17]1[CH2:22][CH2:21][O:20][C@H:19]([CH2:23][O:24][C:25]2[CH:30]=[CH:29][CH:28]=[CH:27][CH:26]=2)[CH2:18]1)(=[O:16])=[O:15].[C:32]1(=O)[CH2:37][CH2:36][CH2:35][CH2:34][CH2:33]1.CCN(C(C)C)C(C)C.C(O[BH-](OC(=O)C)OC(=O)C)(=O)C.[Na+].